From a dataset of Catalyst prediction with 721,799 reactions and 888 catalyst types from USPTO. Predict which catalyst facilitates the given reaction. (1) Reactant: C(OC([N:8]1[CH2:12][CH2:11][CH:10]([NH:13][C:14]2[CH:15]=[C:16]([Cl:39])[CH:17]=[C:18]3[C:22]=2[NH:21][C:20]([C:23](=[O:38])[NH:24][C:25]2[CH:30]=[CH:29][C:28]([O:31][C:32]4[CH:37]=[CH:36][CH:35]=[CH:34][CH:33]=4)=[CH:27][CH:26]=2)=[CH:19]3)[CH2:9]1)=O)(C)(C)C.FC(F)(F)C(O)=O. Product: [O:31]([C:28]1[CH:29]=[CH:30][C:25]([NH:24][C:23]([C:20]2[NH:21][C:22]3[C:18]([CH:19]=2)=[CH:17][C:16]([Cl:39])=[CH:15][C:14]=3[NH:13][CH:10]2[CH2:11][CH2:12][NH:8][CH2:9]2)=[O:38])=[CH:26][CH:27]=1)[C:32]1[CH:33]=[CH:34][CH:35]=[CH:36][CH:37]=1. The catalyst class is: 4. (2) Reactant: [CH2:1]([O:8][C:9]1[CH:10]=[CH:11][C:12]2=[C:13]([CH:24]=1)[O:14][CH2:15][CH2:16][C:17]([C:19](OCC)=[O:20])=[CH:18]2)[C:2]1[CH:7]=[CH:6][CH:5]=[CH:4][CH:3]=1.[H-].[H-].[H-].[H-].[Li+].[Al+3]. Product: [CH2:1]([O:8][C:9]1[CH:10]=[CH:11][C:12]2=[C:13]([CH:24]=1)[O:14][CH2:15][CH2:16][C:17]([CH2:19][OH:20])=[CH:18]2)[C:2]1[CH:3]=[CH:4][CH:5]=[CH:6][CH:7]=1. The catalyst class is: 1. (3) Reactant: [OH:1][C:2]1[CH:3]=[C:4]([C:10](=O)[CH3:11])[CH:5]=[CH:6][C:7]=1[O:8][CH3:9].Cl.[F:14][C:15]1[CH:23]=[CH:22][CH:21]=[CH:20][C:16]=1[CH2:17][O:18][NH2:19]. Product: [F:14][C:15]1[CH:23]=[CH:22][CH:21]=[CH:20][C:16]=1[CH2:17][O:18]/[N:19]=[C:10](/[C:4]1[CH:5]=[CH:6][C:7]([O:8][CH3:9])=[C:2]([OH:1])[CH:3]=1)\[CH3:11]. The catalyst class is: 175. (4) Reactant: [Mg].[C:2]1([CH2:8][CH2:9][C:10](=[O:14])[CH2:11][CH2:12][CH3:13])[CH:7]=[CH:6][CH:5]=[CH:4][CH:3]=1.Cl[CH2:16][C:17]([O:19][CH2:20][CH3:21])=[O:18].Cl[Si](C)(C)C.Cl. Product: [OH:14][C:10]([CH2:9][CH2:8][C:2]1[CH:7]=[CH:6][CH:5]=[CH:4][CH:3]=1)([CH2:11][CH2:12][CH3:13])[CH2:16][C:17]([O:19][CH2:20][CH3:21])=[O:18]. The catalyst class is: 1. (5) Reactant: [C:1]([O:5][C:6](=[O:15])[NH:7][CH:8]1[CH2:13][CH2:12][CH:11]([OH:14])[CH2:10][CH2:9]1)([CH3:4])([CH3:3])[CH3:2].C1C=C[NH+]=CC=1.[O-][Cr](Cl)(=O)=O. Product: [O:14]=[C:11]1[CH2:10][CH2:9][CH:8]([NH:7][C:6](=[O:15])[O:5][C:1]([CH3:3])([CH3:2])[CH3:4])[CH2:13][CH2:12]1. The catalyst class is: 2. (6) Reactant: [C:1]1([C:7]2[CH:14]=[CH:13][CH:12]=[CH:11][C:8]=2[CH2:9]Br)[CH:6]=[CH:5][CH:4]=[CH:3][CH:2]=1.[NH:15]1[CH2:20][CH2:19][NH:18][CH2:17][CH2:16]1. Product: [C:7]1([C:1]2[CH:6]=[CH:5][CH:4]=[CH:3][CH:2]=2)[CH:14]=[CH:13][CH:12]=[CH:11][C:8]=1[CH2:9][N:15]1[CH2:20][CH2:19][NH:18][CH2:17][CH2:16]1. The catalyst class is: 1. (7) Reactant: C([O:3][C:4](=O)[CH2:5][CH2:6][C:7]1[CH:8]=[N:9][C:10]([Br:13])=[CH:11][CH:12]=1)C.[BH4-].[Li+].O. Product: [Br:13][C:10]1[N:9]=[CH:8][C:7]([CH2:6][CH2:5][CH2:4][OH:3])=[CH:12][CH:11]=1. The catalyst class is: 1.